From a dataset of Reaction yield outcomes from USPTO patents with 853,638 reactions. Predict the reaction yield, written as a fraction of the theoretical maximum amount of product (1.0 means a 100% yield; for example, 0.34 means a 34% yield). The reactants are [CH3:1][O:2][C:3]1([C:9]2[CH:10]=[C:11](CBr)[CH:12]=[CH:13][CH:14]=2)[CH2:8][CH2:7][O:6][CH2:5][CH2:4]1.[SH:17][CH2:18][CH2:19][C:20]([O:22][CH3:23])=[O:21].[CH2:24]1CCN2C(=NCCC2)CC1. The catalyst is C1COCC1.C(OCC)(=O)C. The product is [CH3:1][O:2][C:3]1([CH:9]([C:10]2[CH:11]=[CH:12][CH:13]=[CH:14][CH:24]=2)[S:17][CH2:18][CH2:19][C:20]([O:22][CH3:23])=[O:21])[CH2:4][CH2:5][O:6][CH2:7][CH2:8]1. The yield is 0.750.